Task: Predict which catalyst facilitates the given reaction.. Dataset: Catalyst prediction with 721,799 reactions and 888 catalyst types from USPTO (1) Reactant: [Li+].[OH-].[CH2:3]([O:10][C:11]1[C:43]([CH3:44])=[CH:42][C:14]([CH2:15][C@@H:16]([CH2:21][C:22](=[O:41])[N:23]2[CH2:28][CH2:27][CH:26]([N:29]3[CH2:35][CH2:34][C:33]4[CH:36]=[CH:37][CH:38]=[CH:39][C:32]=4[NH:31][C:30]3=[O:40])[CH2:25][CH2:24]2)[C:17]([O:19]C)=[O:18])=[CH:13][C:12]=1[CH3:45])[C:4]1[CH:9]=[CH:8][CH:7]=[CH:6][CH:5]=1. Product: [CH2:3]([O:10][C:11]1[C:43]([CH3:44])=[CH:42][C:14]([CH2:15][C@@H:16]([CH2:21][C:22](=[O:41])[N:23]2[CH2:28][CH2:27][CH:26]([N:29]3[CH2:35][CH2:34][C:33]4[CH:36]=[CH:37][CH:38]=[CH:39][C:32]=4[NH:31][C:30]3=[O:40])[CH2:25][CH2:24]2)[C:17]([OH:19])=[O:18])=[CH:13][C:12]=1[CH3:45])[C:4]1[CH:5]=[CH:6][CH:7]=[CH:8][CH:9]=1. The catalyst class is: 90. (2) The catalyst class is: 74. Reactant: [NH:1]1[CH2:8][CH2:7][CH2:6][C@H:2]1[C:3]([OH:5])=[O:4].[C:9](Cl)(=[O:21])[CH2:10][CH2:11][CH2:12][CH2:13][CH2:14][CH2:15][CH2:16][CH2:17][CH2:18][CH2:19][CH3:20].Cl. Product: [C:9]([N:1]1[CH2:8][CH2:7][CH2:6][C@H:2]1[C:3]([OH:5])=[O:4])(=[O:21])[CH2:10][CH2:11][CH2:12][CH2:13][CH2:14][CH2:15][CH2:16][CH2:17][CH2:18][CH2:19][CH3:20]. (3) Reactant: [CH3:1][O:2][C:3]1[CH:8]=[CH:7][CH:6]=[CH:5][C:4]=1[CH:9]([CH2:14][C:15]1[CH:20]=[CH:19][CH:18]=[CH:17][CH:16]=1)[C:10]([O:12]C)=[O:11].[OH-].[Na+].O.Cl. Product: [CH3:1][O:2][C:3]1[CH:8]=[CH:7][CH:6]=[CH:5][C:4]=1[CH:9]([CH2:14][C:15]1[CH:20]=[CH:19][CH:18]=[CH:17][CH:16]=1)[C:10]([OH:12])=[O:11]. The catalyst class is: 36. (4) Reactant: Cl[C:2]1[C:7]([N+:8]([O-:10])=[O:9])=[CH:6][N:5]=[C:4]2[CH:11]=[CH:12][S:13][C:3]=12.Cl.[O:15]1[CH2:20][CH2:19][CH2:18][C@H:17]([NH2:21])[CH2:16]1.C(N(CC)C(C)C)(C)C. Product: [N+:8]([C:7]1[C:2]([NH:21][C@H:17]2[CH2:18][CH2:19][CH2:20][O:15][CH2:16]2)=[C:3]2[S:13][CH:12]=[CH:11][C:4]2=[N:5][CH:6]=1)([O-:10])=[O:9]. The catalyst class is: 32. (5) Reactant: [O:1]=[C:2]1[C:11]2[C:6](=[CH:7][CH:8]=[CH:9][CH:10]=2)[N:5]=[C:4]([C:12]([NH:14][CH2:15][C:16]2[CH:17]=[C:18]([O:22][CH2:23][CH2:24][CH2:25][C:26](O)=[O:27])[CH:19]=[CH:20][CH:21]=2)=[O:13])[NH:3]1.[NH:29]1[CH:33]=[N:32][C:31]([NH2:34])=[N:30]1.Cl.CN(C)CCCN=C=NCC.ON1C2C=CC=CC=2N=N1. The catalyst class is: 6. Product: [O:1]=[C:2]1[C:11]2[C:6](=[CH:7][CH:8]=[CH:9][CH:10]=2)[N:5]=[C:4]([C:12]([NH:14][CH2:15][C:16]2[CH:21]=[CH:20][CH:19]=[C:18]([O:22][CH2:23][CH2:24][CH2:25][C:26](=[O:27])[NH:34][C:31]3[N:32]=[CH:33][NH:29][N:30]=3)[CH:17]=2)=[O:13])[NH:3]1. (6) Reactant: Br[C:2]1[CH:7]=[CH:6][C:5]([N:8]2[C:14]3=[N:15][C:16]4[C:21]([Cl:22])=[CH:20][CH:19]=[C:18]([CH:23]([CH2:26][CH3:27])[CH2:24][CH3:25])[C:17]=4[N:13]3[CH2:12][CH2:11][CH2:10][CH2:9]2)=[C:4]([O:28][C:29]([F:32])([F:31])[F:30])[CH:3]=1.CC(C)([O-])C.[Na+].C(P(C(C)(C)C)C1C=CC=CC=1C1C=CC=CC=1)(C)(C)C.[CH3:60][NH:61][CH3:62]. Product: [Cl:22][C:21]1[C:16]2[N:15]=[C:14]3[N:8]([C:5]4[CH:6]=[CH:7][C:2]([N:61]([CH3:62])[CH3:60])=[CH:3][C:4]=4[O:28][C:29]([F:32])([F:30])[F:31])[CH2:9][CH2:10][CH2:11][CH2:12][N:13]3[C:17]=2[C:18]([CH:23]([CH2:26][CH3:27])[CH2:24][CH3:25])=[CH:19][CH:20]=1. The catalyst class is: 882. (7) The catalyst class is: 16. Product: [Cl:25][C:26]1[C:31]([C:32]#[N:33])=[C:30]([C:34]([F:35])([F:36])[F:37])[CH:29]=[C:28]([NH:18][CH2:17][C@@H:16]2[CH2:15][C@@H:14]3[C@@H:12]([CH2:13]3)[CH2:11][N:10]2[C:8]([C:6]2[C:5]([C:19]3[N:24]=[CH:23][CH:22]=[CH:21][N:20]=3)=[CH:4][CH:3]=[C:2]([CH3:1])[N:7]=2)=[O:9])[N:27]=1. Reactant: [CH3:1][C:2]1[N:7]=[C:6]([C:8]([N:10]2[C@H:16]([CH2:17][NH2:18])[CH2:15][C@@H:14]3[C@@H:12]([CH2:13]3)[CH2:11]2)=[O:9])[C:5]([C:19]2[N:24]=[CH:23][CH:22]=[CH:21][N:20]=2)=[CH:4][CH:3]=1.[Cl:25][C:26]1[C:31]([C:32]#[N:33])=[C:30]([C:34]([F:37])([F:36])[F:35])[CH:29]=[C:28](Cl)[N:27]=1.CCN(C(C)C)C(C)C. (8) Reactant: C(=S)(OC1C=CC=CC=1)O[C@@H:3]1[C@@H:7]2[O:8][Si:9]([CH:23]([CH3:25])[CH3:24])([CH:20]([CH3:22])[CH3:21])[O:10][Si:11]([CH:17]([CH3:19])[CH3:18])([CH:14]([CH3:16])[CH3:15])[O:12][CH2:13][C@H:6]2[O:5][C@H:4]1[C:26]1[N:34]2[C:29]([C:30]([NH2:35])=[N:31][CH:32]=[N:33]2)=[N:28][CH:27]=1.CC(N=NC(C#N)(C)C)(C#N)C.C([SnH](CCCC)CCCC)CCC. Product: [CH:23]([Si:9]1([CH:20]([CH3:22])[CH3:21])[O:8][C@H:7]2[CH2:3][C@H:4]([C:26]3[N:34]4[C:29]([C:30]([NH2:35])=[N:31][CH:32]=[N:33]4)=[N:28][CH:27]=3)[O:5][C@@H:6]2[CH2:13][O:12][Si:11]([CH:14]([CH3:16])[CH3:15])([CH:17]([CH3:19])[CH3:18])[O:10]1)([CH3:25])[CH3:24]. The catalyst class is: 11.